From a dataset of Full USPTO retrosynthesis dataset with 1.9M reactions from patents (1976-2016). Predict the reactants needed to synthesize the given product. (1) Given the product [I:1][C:2]1[CH:9]=[C:8]([O:10][CH3:11])[CH:7]=[CH:6][C:3]=1[CH:4]=[CH:15][C:16](=[O:17])[CH3:18], predict the reactants needed to synthesize it. The reactants are: [I:1][C:2]1[CH:9]=[C:8]([O:10][CH3:11])[CH:7]=[CH:6][C:3]=1[CH:4]=O.[OH-].[Na+].O.[CH3:15][C:16]([CH3:18])=[O:17]. (2) Given the product [CH3:18][O:17][C:10]1[CH:11]=[CH:12][CH:13]=[C:14]([O:15][CH3:16])[C:9]=1[CH:2]1[N:1]([CH2:28][C:27]2[CH:30]=[CH:31][CH:32]=[C:25]([N:19]3[CH2:24][CH2:23][CH2:22][CH2:21][CH2:20]3)[CH:26]=2)[C:5](=[O:7])[CH2:4][CH2:3]1, predict the reactants needed to synthesize it. The reactants are: [NH2:1][CH:2]([C:9]1[C:14]([O:15][CH3:16])=[CH:13][CH:12]=[CH:11][C:10]=1[O:17][CH3:18])[CH2:3][CH2:4][C:5]([O:7]C)=O.[N:19]1([C:25]2[CH:26]=[C:27]([CH:30]=[CH:31][CH:32]=2)[CH:28]=O)[CH2:24][CH2:23][CH2:22][CH2:21][CH2:20]1.